This data is from NCI-60 drug combinations with 297,098 pairs across 59 cell lines. The task is: Regression. Given two drug SMILES strings and cell line genomic features, predict the synergy score measuring deviation from expected non-interaction effect. (1) Drug 1: C1=CC(=CC=C1CCC2=CNC3=C2C(=O)NC(=N3)N)C(=O)NC(CCC(=O)O)C(=O)O. Drug 2: C1=NNC2=C1C(=O)NC=N2. Cell line: OVCAR-5. Synergy scores: CSS=9.81, Synergy_ZIP=-5.25, Synergy_Bliss=-4.64, Synergy_Loewe=-49.2, Synergy_HSA=-5.78. (2) Drug 1: CNC(=O)C1=CC=CC=C1SC2=CC3=C(C=C2)C(=NN3)C=CC4=CC=CC=N4. Drug 2: CC1=C(C(=O)C2=C(C1=O)N3CC4C(C3(C2COC(=O)N)OC)N4)N. Cell line: MCF7. Synergy scores: CSS=26.8, Synergy_ZIP=-1.68, Synergy_Bliss=3.15, Synergy_Loewe=-3.99, Synergy_HSA=4.75. (3) Drug 1: CC(C)(C#N)C1=CC(=CC(=C1)CN2C=NC=N2)C(C)(C)C#N. Drug 2: C(CC(=O)O)C(=O)CN.Cl. Cell line: SK-MEL-2. Synergy scores: CSS=20.8, Synergy_ZIP=-0.515, Synergy_Bliss=4.42, Synergy_Loewe=3.79, Synergy_HSA=1.55. (4) Drug 1: C1=C(C(=O)NC(=O)N1)N(CCCl)CCCl. Drug 2: C1CN(CCN1C(=O)CCBr)C(=O)CCBr. Cell line: SNB-75. Synergy scores: CSS=42.1, Synergy_ZIP=2.54, Synergy_Bliss=5.76, Synergy_Loewe=-1.91, Synergy_HSA=7.79. (5) Drug 1: COC1=C(C=C2C(=C1)N=CN=C2NC3=CC(=C(C=C3)F)Cl)OCCCN4CCOCC4. Drug 2: C1=NC2=C(N1)C(=S)N=CN2. Cell line: M14. Synergy scores: CSS=18.7, Synergy_ZIP=-11.0, Synergy_Bliss=-13.6, Synergy_Loewe=-16.5, Synergy_HSA=-11.0. (6) Drug 1: CC12CCC(CC1=CCC3C2CCC4(C3CC=C4C5=CN=CC=C5)C)O. Drug 2: CN(C)N=NC1=C(NC=N1)C(=O)N. Cell line: OVCAR-5. Synergy scores: CSS=3.19, Synergy_ZIP=-2.56, Synergy_Bliss=-1.00, Synergy_Loewe=-5.84, Synergy_HSA=-2.35. (7) Drug 1: CC1=C(C=C(C=C1)C(=O)NC2=CC(=CC(=C2)C(F)(F)F)N3C=C(N=C3)C)NC4=NC=CC(=N4)C5=CN=CC=C5. Drug 2: B(C(CC(C)C)NC(=O)C(CC1=CC=CC=C1)NC(=O)C2=NC=CN=C2)(O)O. Cell line: NCI-H460. Synergy scores: CSS=51.7, Synergy_ZIP=-1.53, Synergy_Bliss=-2.13, Synergy_Loewe=-27.9, Synergy_HSA=-2.74.